Dataset: NCI-60 drug combinations with 297,098 pairs across 59 cell lines. Task: Regression. Given two drug SMILES strings and cell line genomic features, predict the synergy score measuring deviation from expected non-interaction effect. (1) Drug 1: CN1CCC(CC1)COC2=C(C=C3C(=C2)N=CN=C3NC4=C(C=C(C=C4)Br)F)OC. Drug 2: COC1=CC(=CC(=C1O)OC)C2C3C(COC3=O)C(C4=CC5=C(C=C24)OCO5)OC6C(C(C7C(O6)COC(O7)C8=CC=CS8)O)O. Cell line: IGROV1. Synergy scores: CSS=61.2, Synergy_ZIP=-3.35, Synergy_Bliss=-0.0419, Synergy_Loewe=1.85, Synergy_HSA=4.34. (2) Drug 1: C1CN(P(=O)(OC1)NCCCl)CCCl. Drug 2: B(C(CC(C)C)NC(=O)C(CC1=CC=CC=C1)NC(=O)C2=NC=CN=C2)(O)O. Cell line: UACC-257. Synergy scores: CSS=21.6, Synergy_ZIP=0.529, Synergy_Bliss=-1.30, Synergy_Loewe=-65.6, Synergy_HSA=-3.43. (3) Drug 1: C1=NC2=C(N=C(N=C2N1C3C(C(C(O3)CO)O)F)Cl)N. Drug 2: C(CC(=O)O)C(=O)CN.Cl. Cell line: NCI-H226. Synergy scores: CSS=-1.88, Synergy_ZIP=6.81, Synergy_Bliss=3.09, Synergy_Loewe=-1.69, Synergy_HSA=-1.67. (4) Drug 1: C1C(C(OC1N2C=NC3=C(N=C(N=C32)Cl)N)CO)O. Drug 2: CC(C)(C#N)C1=CC(=CC(=C1)CN2C=NC=N2)C(C)(C)C#N. Cell line: M14. Synergy scores: CSS=52.3, Synergy_ZIP=-2.23, Synergy_Bliss=-0.0250, Synergy_Loewe=-3.18, Synergy_HSA=0.250. (5) Drug 1: CN1C(=O)N2C=NC(=C2N=N1)C(=O)N. Drug 2: B(C(CC(C)C)NC(=O)C(CC1=CC=CC=C1)NC(=O)C2=NC=CN=C2)(O)O. Cell line: NCI-H322M. Synergy scores: CSS=30.0, Synergy_ZIP=-3.45, Synergy_Bliss=-2.18, Synergy_Loewe=-55.3, Synergy_HSA=-4.68. (6) Drug 1: CC(C)NC(=O)C1=CC=C(C=C1)CNNC.Cl. Drug 2: CC1C(C(CC(O1)OC2CC(CC3=C2C(=C4C(=C3O)C(=O)C5=CC=CC=C5C4=O)O)(C(=O)C)O)N)O. Cell line: SNB-19. Synergy scores: CSS=37.6, Synergy_ZIP=1.91, Synergy_Bliss=-2.01, Synergy_Loewe=-1.40, Synergy_HSA=1.76. (7) Drug 1: CN1CCC(CC1)COC2=C(C=C3C(=C2)N=CN=C3NC4=C(C=C(C=C4)Br)F)OC. Drug 2: C(CC(=O)O)C(=O)CN.Cl. Cell line: UACC-257. Synergy scores: CSS=0.352, Synergy_ZIP=-2.88, Synergy_Bliss=-5.58, Synergy_Loewe=-8.73, Synergy_HSA=-5.79. (8) Drug 1: CC12CCC(CC1=CCC3C2CCC4(C3CC=C4C5=CN=CC=C5)C)O. Drug 2: C1=CC(=CC=C1C#N)C(C2=CC=C(C=C2)C#N)N3C=NC=N3. Cell line: SN12C. Synergy scores: CSS=5.32, Synergy_ZIP=0.888, Synergy_Bliss=5.55, Synergy_Loewe=2.77, Synergy_HSA=3.02. (9) Drug 1: C1CC(=O)NC(=O)C1N2C(=O)C3=CC=CC=C3C2=O. Drug 2: CN(C(=O)NC(C=O)C(C(C(CO)O)O)O)N=O. Cell line: SW-620. Synergy scores: CSS=-4.79, Synergy_ZIP=-8.52, Synergy_Bliss=-35.4, Synergy_Loewe=-37.3, Synergy_HSA=-45.6.